This data is from Catalyst prediction with 721,799 reactions and 888 catalyst types from USPTO. The task is: Predict which catalyst facilitates the given reaction. (1) Reactant: [C:1]([O:5][C:6]([N:8]1[CH2:13][CH2:12][N:11]([C:14]2[CH:15]=[C:16]([C:28]([O:30]C)=[O:29])[C:17]3[CH:18]=[N:19][N:20]([CH:23]4[CH2:27][CH2:26][CH2:25][CH2:24]4)[C:21]=3[CH:22]=2)[CH2:10][CH2:9]1)=[O:7])([CH3:4])([CH3:3])[CH3:2].[OH-].[Na+]. Product: [C:1]([O:5][C:6]([N:8]1[CH2:9][CH2:10][N:11]([C:14]2[CH:15]=[C:16]([C:28]([OH:30])=[O:29])[C:17]3[CH:18]=[N:19][N:20]([CH:23]4[CH2:24][CH2:25][CH2:26][CH2:27]4)[C:21]=3[CH:22]=2)[CH2:12][CH2:13]1)=[O:7])([CH3:4])([CH3:2])[CH3:3]. The catalyst class is: 5. (2) Reactant: [Na].[CH:2]([O:5][C:6]1[CH:11]=[CH:10][C:9]([N:12]2[C:17](=[O:18])[C:16]([CH2:19][C:20]3[CH:25]=[CH:24][C:23]([C:26]4[CH:31]=[CH:30][CH:29]=[CH:28][C:27]=4[C:32]4[NH:36][C:35](=[O:37])[O:34][N:33]=4)=[CH:22][CH:21]=3)=[C:15]([CH2:38][CH2:39][CH3:40])[N:14]=[C:13]2[CH3:41])=[CH:8][CH:7]=1)([CH3:4])[CH3:3].[Cl-].[Ca+2].[Cl-]. Product: [CH:2]([O:5][C:6]1[CH:11]=[CH:10][C:9]([N:12]2[C:17](=[O:18])[C:16]([CH2:19][C:20]3[CH:25]=[CH:24][C:23]([C:26]4[CH:31]=[CH:30][CH:29]=[CH:28][C:27]=4[C:32]4[NH:36][C:35](=[O:37])[O:34][N:33]=4)=[CH:22][CH:21]=3)=[C:15]([CH2:38][CH2:39][CH3:40])[N:14]=[C:13]2[CH3:41])=[CH:8][CH:7]=1)([CH3:4])[CH3:3]. The catalyst class is: 6.